From a dataset of Reaction yield outcomes from USPTO patents with 853,638 reactions. Predict the reaction yield, written as a fraction of the theoretical maximum amount of product (1.0 means a 100% yield; for example, 0.34 means a 34% yield). The reactants are [S:1]1[C:5]([C:6]2[C:7]([O:16][C@H:17]3[CH2:54][N:20]4[C:21](=[O:53])[C@@H:22]([NH:45]C(=O)OC(C)(C)C)[CH2:23][CH2:24][CH2:25][CH2:26][CH2:27][CH:28]=[CH:29][C@@H:30]5[CH2:35][C@@:31]5([C:36](=[O:44])[NH:37][S:38]([CH:41]5[CH2:43][CH2:42]5)(=[O:40])=[O:39])[NH:32][C:33](=[O:34])[C@@H:19]4[CH2:18]3)=[N:8][C:9]3[C:14]([N:15]=2)=[CH:13][CH:12]=[CH:11][CH:10]=3)=[CH:4][C:3]2[CH:55]=[CH:56][CH:57]=[CH:58][C:2]1=2.[ClH:59]. The catalyst is C(OCC)(=O)C.O1CCOCC1. The product is [ClH:59].[NH2:45][C@@H:22]1[C:21](=[O:53])[N:20]2[CH2:54][C@H:17]([O:16][C:7]3[C:6]([C:5]4[S:1][C:2]5[CH:58]=[CH:57][CH:56]=[CH:55][C:3]=5[CH:4]=4)=[N:15][C:14]4[C:9](=[CH:10][CH:11]=[CH:12][CH:13]=4)[N:8]=3)[CH2:18][C@H:19]2[C:33](=[O:34])[NH:32][C@:31]2([C:36]([NH:37][S:38]([CH:41]3[CH2:42][CH2:43]3)(=[O:39])=[O:40])=[O:44])[CH2:35][C@H:30]2[CH:29]=[CH:28][CH2:27][CH2:26][CH2:25][CH2:24][CH2:23]1. The yield is 0.960.